From a dataset of Catalyst prediction with 721,799 reactions and 888 catalyst types from USPTO. Predict which catalyst facilitates the given reaction. (1) Reactant: Cl[C:2]1[N:7]=[C:6]([NH:8][C:9]2[CH:14]=[CH:13][C:12]([Cl:15])=[CH:11][C:10]=2[NH:16][C:17]([CH:19]2[CH2:21][CH2:20]2)=[O:18])[C:5]([Cl:22])=[CH:4][N:3]=1.[O:23]1[CH2:28][CH2:27][N:26]([C:29]2[CH:35]=[CH:34][C:32]([NH2:33])=[CH:31][CH:30]=2)[CH2:25][CH2:24]1.Cl. Product: [O:23]1[CH2:24][CH2:25][N:26]([C:29]2[CH:30]=[CH:31][C:32]([NH:33][C:2]3[N:7]=[C:6]([NH:8][C:9]4[CH:14]=[CH:13][C:12]([Cl:15])=[CH:11][C:10]=4[NH:16][C:17]([CH:19]4[CH2:21][CH2:20]4)=[O:18])[C:5]([Cl:22])=[CH:4][N:3]=3)=[CH:34][CH:35]=2)[CH2:27][CH2:28]1. The catalyst class is: 51. (2) Reactant: [CH2:1]([NH:8][N:9]1[C:21]2[C:20]3[CH:19]=[CH:18][CH:17]=[CH:16][C:15]=3[N+:14]([O-])=[CH:13][C:12]=2[N:11]=[C:10]1[CH2:23][CH2:24][CH2:25][CH3:26])[C:2]1[CH:7]=[CH:6][CH:5]=[CH:4][CH:3]=1.[NH4+:27].[OH-].C(Cl)Cl. Product: [CH2:1]([NH:8][N:9]1[C:21]2[C:20]3[CH:19]=[CH:18][CH:17]=[CH:16][C:15]=3[N:14]=[C:13]([NH2:27])[C:12]=2[N:11]=[C:10]1[CH2:23][CH2:24][CH2:25][CH3:26])[C:2]1[CH:7]=[CH:6][CH:5]=[CH:4][CH:3]=1. The catalyst class is: 26. (3) Reactant: [CH:1]1([C:4]2[N:9]=[C:8]([C:10]([OH:12])=O)[CH:7]=[CH:6][CH:5]=2)[CH2:3][CH2:2]1.CN(C(ON1N=NC2C=CC=CC1=2)=[N+](C)C)C.[B-](F)(F)(F)F.CCN(C(C)C)C(C)C.FC(F)(F)C(O)=O.[CH2:51]([O:58][C:59]([N:61]1[CH2:66][CH2:65][NH:64][CH2:63][C:62]1([CH3:68])[CH3:67])=[O:60])[C:52]1[CH:57]=[CH:56][CH:55]=[CH:54][CH:53]=1. Product: [CH2:51]([O:58][C:59]([N:61]1[CH2:66][CH2:65][N:64]([C:10]([C:8]2[CH:7]=[CH:6][CH:5]=[C:4]([CH:1]3[CH2:2][CH2:3]3)[N:9]=2)=[O:12])[CH2:63][C:62]1([CH3:68])[CH3:67])=[O:60])[C:52]1[CH:53]=[CH:54][CH:55]=[CH:56][CH:57]=1. The catalyst class is: 18. (4) Reactant: [C:1]([C:5]1[CH:6]=[C:7]2[C:12](=[CH:13][CH:14]=1)[C:11](=[O:15])[N:10]([C:16]1[CH:21]=[CH:20][CH:19]=[C:18]([Cl:22])[C:17]=1[CH2:23][OH:24])[CH2:9][CH2:8]2)([CH3:4])([CH3:3])[CH3:2].[C:25](OC(=O)C)(=[O:27])[CH3:26].N1C=CC=CC=1. Product: [C:1]([C:5]1[CH:6]=[C:7]2[C:12](=[CH:13][CH:14]=1)[C:11](=[O:15])[N:10]([C:16]1[CH:21]=[CH:20][CH:19]=[C:18]([Cl:22])[C:17]=1[CH2:23][O:24][C:25](=[O:27])[CH3:26])[CH2:9][CH2:8]2)([CH3:4])([CH3:2])[CH3:3]. The catalyst class is: 2. (5) Reactant: [Br:1][C:2]1[CH:10]=[C:9]([C:11]([F:14])([F:13])[F:12])[CH:8]=[CH:7][C:3]=1[C:4]([OH:6])=[O:5].[C:15](=O)([O-])[O-].[K+].[K+].CI.O. The catalyst class is: 9. Product: [CH3:15][O:5][C:4](=[O:6])[C:3]1[CH:7]=[CH:8][C:9]([C:11]([F:12])([F:13])[F:14])=[CH:10][C:2]=1[Br:1].